The task is: Regression. Given two drug SMILES strings and cell line genomic features, predict the synergy score measuring deviation from expected non-interaction effect.. This data is from NCI-60 drug combinations with 297,098 pairs across 59 cell lines. (1) Drug 1: COC1=C(C=C2C(=C1)N=CN=C2NC3=CC(=C(C=C3)F)Cl)OCCCN4CCOCC4. Drug 2: C1=CC(=C2C(=C1NCCNCCO)C(=O)C3=C(C=CC(=C3C2=O)O)O)NCCNCCO. Cell line: SR. Synergy scores: CSS=97.7, Synergy_ZIP=18.0, Synergy_Bliss=17.7, Synergy_Loewe=11.3, Synergy_HSA=18.9. (2) Drug 1: CS(=O)(=O)OCCCCOS(=O)(=O)C. Drug 2: C1CN(P(=O)(OC1)NCCCl)CCCl. Cell line: OVCAR3. Synergy scores: CSS=-2.56, Synergy_ZIP=0.317, Synergy_Bliss=-2.62, Synergy_Loewe=-2.72, Synergy_HSA=-3.54. (3) Drug 1: CN1C2=C(C=C(C=C2)N(CCCl)CCCl)N=C1CCCC(=O)O.Cl. Drug 2: CC1=C(C(=O)C2=C(C1=O)N3CC4C(C3(C2COC(=O)N)OC)N4)N. Cell line: SF-268. Synergy scores: CSS=21.2, Synergy_ZIP=-9.57, Synergy_Bliss=-5.86, Synergy_Loewe=-35.7, Synergy_HSA=-3.76. (4) Drug 1: COC1=CC(=CC(=C1O)OC)C2C3C(COC3=O)C(C4=CC5=C(C=C24)OCO5)OC6C(C(C7C(O6)COC(O7)C8=CC=CS8)O)O. Drug 2: C(CN)CNCCSP(=O)(O)O. Cell line: MOLT-4. Synergy scores: CSS=81.5, Synergy_ZIP=5.72, Synergy_Bliss=5.66, Synergy_Loewe=-9.44, Synergy_HSA=5.61. (5) Drug 1: CN(CC1=CN=C2C(=N1)C(=NC(=N2)N)N)C3=CC=C(C=C3)C(=O)NC(CCC(=O)O)C(=O)O. Drug 2: C1CN(CCN1C(=O)CCBr)C(=O)CCBr. Cell line: KM12. Synergy scores: CSS=29.2, Synergy_ZIP=-8.80, Synergy_Bliss=-12.2, Synergy_Loewe=-22.7, Synergy_HSA=-9.26. (6) Drug 1: C1CC(C1)(C(=O)O)C(=O)O.[NH2-].[NH2-].[Pt+2]. Drug 2: CN1C2=C(C=C(C=C2)N(CCCl)CCCl)N=C1CCCC(=O)O.Cl. Cell line: BT-549. Synergy scores: CSS=4.84, Synergy_ZIP=-1.80, Synergy_Bliss=-2.36, Synergy_Loewe=-6.36, Synergy_HSA=-5.18. (7) Drug 1: C1=CC(=CC=C1CCC2=CNC3=C2C(=O)NC(=N3)N)C(=O)NC(CCC(=O)O)C(=O)O. Drug 2: C1=NNC2=C1C(=O)NC=N2. Cell line: MDA-MB-231. Synergy scores: CSS=11.2, Synergy_ZIP=-2.87, Synergy_Bliss=4.81, Synergy_Loewe=-21.9, Synergy_HSA=1.54. (8) Drug 1: CC1=CC2C(CCC3(C2CCC3(C(=O)C)OC(=O)C)C)C4(C1=CC(=O)CC4)C. Drug 2: C(=O)(N)NO. Cell line: OVCAR-4. Synergy scores: CSS=-2.77, Synergy_ZIP=1.37, Synergy_Bliss=-0.433, Synergy_Loewe=-4.93, Synergy_HSA=-4.92.